From a dataset of Full USPTO retrosynthesis dataset with 1.9M reactions from patents (1976-2016). Predict the reactants needed to synthesize the given product. Given the product [O:1]1[C:5]2[CH:6]=[CH:7][C:8]([CH2:10][NH:11][C:12]([C:14]3[S:15][C:16]([CH3:22])=[C:17]([NH2:19])[CH:18]=3)=[O:13])=[CH:9][C:4]=2[O:3][CH2:2]1, predict the reactants needed to synthesize it. The reactants are: [O:1]1[C:5]2[CH:6]=[CH:7][C:8]([CH2:10][NH:11][C:12]([C:14]3[S:15][C:16]([CH3:22])=[C:17]([N+:19]([O-])=O)[CH:18]=3)=[O:13])=[CH:9][C:4]=2[O:3][CH2:2]1.